From a dataset of Full USPTO retrosynthesis dataset with 1.9M reactions from patents (1976-2016). Predict the reactants needed to synthesize the given product. (1) Given the product [CH3:1][C:2]1[CH:3]=[N:4][C:5]2[C:10]([CH:11]=1)=[C:9]([CH2:12][OH:13])[CH:8]=[CH:7][CH:6]=2, predict the reactants needed to synthesize it. The reactants are: [CH3:1][C:2]1[CH:3]=[N:4][C:5]2[CH:6]=[CH:7][CH:8]=[C:9]([C:12](O)=[O:13])[C:10]=2[CH:11]=1.C(N(CC)CC)C.ClC(OCC)=O.[BH4-].[Na+]. (2) Given the product [CH3:49][N:50]1[CH2:55][CH2:54][N:53]([N:56]=[CH:8][C:9]2[CH:26]=[CH:25][C:12]([CH2:13][NH:14][C:15]([C:17]3[O:18][C:19]([N+:22]([O-:24])=[O:23])=[CH:20][CH:21]=3)=[O:16])=[CH:11][CH:10]=2)[CH2:52][CH2:51]1, predict the reactants needed to synthesize it. The reactants are: N1C=CC=CC=1.O[CH2:8][C:9]1[CH:26]=[CH:25][C:12]([CH2:13][NH:14][C:15]([C:17]2[O:18][C:19]([N+:22]([O-:24])=[O:23])=[CH:20][CH:21]=2)=[O:16])=[CH:11][CH:10]=1.CC(OI1(OC(C)=O)(OC(C)=O)OC(=O)C2C=CC=CC1=2)=O.[CH3:49][N:50]1[CH2:55][CH2:54][N:53]([NH2:56])[CH2:52][CH2:51]1. (3) Given the product [ClH:27].[ClH:27].[NH:24]1[C:21]2=[CH:22][N:23]=[C:18]([N:15]3[CH2:16][CH2:17][N:12]([CH2:11][CH2:10][C@H:3]4[C:4]5[C:9](=[CH:8][CH:7]=[CH:6][CH:5]=5)[N:1]([CH2:28][C:29]([NH2:31])=[O:30])[CH2:2]4)[CH2:13][CH2:14]3)[CH:19]=[C:20]2[CH:26]=[CH:25]1, predict the reactants needed to synthesize it. The reactants are: [NH:1]1[C:9]2[C:4](=[CH:5][CH:6]=[CH:7][CH:8]=2)[C@H:3]([CH2:10][CH2:11][N:12]2[CH2:17][CH2:16][N:15]([C:18]3[CH:19]=[C:20]4[CH:26]=[CH:25][NH:24][C:21]4=[CH:22][N:23]=3)[CH2:14][CH2:13]2)[CH2:2]1.[Cl:27][CH2:28][C:29]([NH2:31])=[O:30]. (4) Given the product [C:5]([O:8][CH:9]([CH2:14][CH2:15][N:1]=[N+:2]=[N-:3])[C:10]([O:12][CH3:13])=[O:11])(=[O:7])[CH3:6], predict the reactants needed to synthesize it. The reactants are: [N-:1]=[N+:2]=[N-:3].[Na+].[C:5]([O:8][CH:9]([CH2:14][CH2:15]OS(C)(=O)=O)[C:10]([O:12][CH3:13])=[O:11])(=[O:7])[CH3:6]. (5) Given the product [OH:1][CH2:2][C:3]1[CH:8]=[CH:7][CH:6]=[CH:5][C:4]=1[C:13]1[CH:18]=[CH:17][C:16]([NH:19][C:20]([C@@H:22]2[CH:27]3[CH2:28][CH2:29][N:24]([CH2:25][CH2:26]3)[CH2:23]2)=[O:21])=[CH:15][CH:14]=1, predict the reactants needed to synthesize it. The reactants are: [OH:1][CH2:2][C:3]1[CH:8]=[CH:7][CH:6]=[CH:5][C:4]=1B(O)O.Br[C:13]1[CH:18]=[CH:17][C:16]([NH:19][C:20]([C@@H:22]2[CH:27]3[CH2:28][CH2:29][N:24]([CH2:25][CH2:26]3)[CH2:23]2)=[O:21])=[CH:15][CH:14]=1.[OH-].[Na+].